From a dataset of Catalyst prediction with 721,799 reactions and 888 catalyst types from USPTO. Predict which catalyst facilitates the given reaction. Reactant: [C:1]([NH:4][NH:5][C:6]([C:8]1[CH:13]=[C:12]([NH:14][CH2:15][CH2:16][C:17]2[CH:22]=[CH:21][C:20]([O:23][CH3:24])=[CH:19][CH:18]=2)[N:11]=[C:10]([O:25][CH3:26])[N:9]=1)=[O:7])(=O)[CH3:2].C1(C)C=CC(S(Cl)(=O)=O)=CC=1.CCN(P1(N(C)CCCN1C)=NC(C)(C)C)CC. Product: [CH3:26][O:25][C:10]1[N:11]=[C:12]([NH:14][CH2:15][CH2:16][C:17]2[CH:22]=[CH:21][C:20]([O:23][CH3:24])=[CH:19][CH:18]=2)[CH:13]=[C:8]([C:6]2[O:7][C:1]([CH3:2])=[N:4][N:5]=2)[N:9]=1. The catalyst class is: 1.